Dataset: Full USPTO retrosynthesis dataset with 1.9M reactions from patents (1976-2016). Task: Predict the reactants needed to synthesize the given product. (1) The reactants are: [C:1]1([C:7]2[N:11]([CH2:12][C:13]3[CH:21]=[CH:20][C:16]([C:17](O)=[O:18])=[CH:15][CH:14]=3)[C:10]3[CH:22]=[CH:23][CH:24]=[CH:25][C:9]=3[N:8]=2)[CH:6]=[CH:5][CH:4]=[CH:3][CH:2]=1.C(Cl)(=O)C(Cl)=O.[NH:32]1[CH2:36][CH2:35][CH:34]([OH:37])[CH2:33]1. Given the product [C:1]1([C:7]2[N:11]([CH2:12][C:13]3[CH:21]=[CH:20][C:16]([C:17]([N:32]4[CH2:36][CH2:35][CH:34]([OH:37])[CH2:33]4)=[O:18])=[CH:15][CH:14]=3)[C:10]3[CH:22]=[CH:23][CH:24]=[CH:25][C:9]=3[N:8]=2)[CH:2]=[CH:3][CH:4]=[CH:5][CH:6]=1, predict the reactants needed to synthesize it. (2) Given the product [F:31][C:2]([F:1])([C:25]1[CH:26]=[CH:27][CH:28]=[CH:29][CH:30]=1)[C@H:3]([OH:24])[CH2:4][CH2:5][C@H:6]1[CH2:10][CH2:9][C:8](=[O:11])[N:7]1[CH2:12][CH2:13][CH2:14][CH2:15][CH2:16][CH2:17][C:18]([O:20][CH:21]([CH3:23])[CH3:22])=[O:19], predict the reactants needed to synthesize it. The reactants are: [F:1][C:2]([F:31])([C:25]1[CH:30]=[CH:29][CH:28]=[CH:27][CH:26]=1)[C@H:3]([OH:24])/[CH:4]=[CH:5]/[C@H:6]1[CH2:10][CH2:9][C:8](=[O:11])[N:7]1[CH2:12][CH2:13][CH2:14][CH2:15][CH2:16][CH2:17][C:18]([O:20][CH:21]([CH3:23])[CH3:22])=[O:19]. (3) Given the product [O:18]1[CH2:19][CH2:20][CH:15]([NH:14][C:10]2[N:11]=[CH:12][N:13]=[C:8]([C:6]3[CH:5]=[CH:4][NH:3][C:2](=[O:21])[CH:7]=3)[CH:9]=2)[CH2:16][CH2:17]1, predict the reactants needed to synthesize it. The reactants are: F[C:2]1[CH:7]=[C:6]([C:8]2[N:13]=[CH:12][N:11]=[C:10]([NH:14][CH:15]3[CH2:20][CH2:19][O:18][CH2:17][CH2:16]3)[CH:9]=2)[CH:5]=[CH:4][N:3]=1.[OH-:21].[Na+]. (4) Given the product [ClH:33].[ClH:33].[CH3:1][C@H:2]1[O:7][C@@H:6]([CH3:8])[CH2:5][N:4]([C:9]2[CH:26]=[CH:25][C:12]3[CH2:13][NH:14][CH2:15][CH2:16][O:17][C:11]=3[CH:10]=2)[CH2:3]1, predict the reactants needed to synthesize it. The reactants are: [CH3:1][C@H:2]1[O:7][C@@H:6]([CH3:8])[CH2:5][N:4]([C:9]2[CH:26]=[CH:25][C:12]3[CH2:13][N:14](C(OC(C)(C)C)=O)[CH2:15][CH2:16][O:17][C:11]=3[CH:10]=2)[CH2:3]1.C(OCC)(=O)C.[ClH:33]. (5) Given the product [Br:25][C:8]1[N:7]([CH2:6][O:5][CH2:4][CH2:3][Si:2]([CH3:16])([CH3:17])[CH3:1])[CH:11]=[C:10]([C:12]([O:14][CH3:15])=[O:13])[N:9]=1, predict the reactants needed to synthesize it. The reactants are: [CH3:1][Si:2]([CH3:17])([CH3:16])[CH2:3][CH2:4][O:5][CH2:6][N:7]1[CH:11]=[C:10]([C:12]([O:14][CH3:15])=[O:13])[N:9]=[CH:8]1.C1C(=O)N([Br:25])C(=O)C1. (6) Given the product [F:28][C:24]1[CH:25]=[CH:26][CH:27]=[C:4]([F:3])[C:5]=1[CH2:6][O:7][C:8]1[C:9]2[N:10]([C:15]([C:19]3[N:23]=[CH:22][N:21]([CH2:35][C:36]([CH3:41])([N+:38]([O-:40])=[O:39])[CH3:37])[N:20]=3)=[C:16]([CH3:18])[N:17]=2)[CH:11]=[C:12]([CH3:14])[CH:13]=1, predict the reactants needed to synthesize it. The reactants are: [H-].[Na+].[F:3][C:4]1[CH:27]=[CH:26][CH:25]=[C:24]([F:28])[C:5]=1[CH2:6][O:7][C:8]1[C:9]2[N:10]([C:15]([C:19]3[N:23]=[CH:22][NH:21][N:20]=3)=[C:16]([CH3:18])[N:17]=2)[CH:11]=[C:12]([CH3:14])[CH:13]=1.FC(F)(F)S(O[CH2:35][C:36]([CH3:41])([N+:38]([O-:40])=[O:39])[CH3:37])(=O)=O.[Cl-].[NH4+].